Dataset: Full USPTO retrosynthesis dataset with 1.9M reactions from patents (1976-2016). Task: Predict the reactants needed to synthesize the given product. (1) Given the product [C:13]([N:5]1[C:6]2[C:11](=[CH:10][C:9]([C:26]3[CH2:31][CH2:30][N:29]([C:32]([O:34][C:35]([CH3:38])([CH3:37])[CH3:36])=[O:33])[CH2:28][CH:27]=3)=[CH:8][CH:7]=2)[C@H:2]([NH2:1])[C@@H:3]([CH3:17])[C@@H:4]1[CH3:16])(=[O:15])[CH3:14], predict the reactants needed to synthesize it. The reactants are: [NH2:1][C@H:2]1[C:11]2[C:6](=[CH:7][CH:8]=[C:9](Br)[CH:10]=2)[N:5]([C:13](=[O:15])[CH3:14])[C@@H:4]([CH3:16])[C@@H:3]1[CH3:17].CC1(C)C(C)(C)OB([C:26]2[CH2:31][CH2:30][N:29]([C:32]([O:34][C:35]([CH3:38])([CH3:37])[CH3:36])=[O:33])[CH2:28][CH:27]=2)O1.C(=O)([O-])[O-].[Cs+].[Cs+]. (2) Given the product [NH:8]1[CH2:9][CH2:10][CH:11]([CH2:14][N:15]([CH3:33])[S:16]([C:19]2[CH:28]=[CH:27][CH:26]=[C:25]3[C:20]=2[CH2:21][CH2:22][N:23]([C:29]([O:31][CH3:32])=[O:30])[CH2:24]3)(=[O:18])=[O:17])[CH2:12][CH2:13]1, predict the reactants needed to synthesize it. The reactants are: C([N:8]1[CH2:13][CH2:12][CH:11]([CH2:14][N:15]([CH3:33])[S:16]([C:19]2[CH:28]=[CH:27][CH:26]=[C:25]3[C:20]=2[CH2:21][CH2:22][N:23]([C:29]([O:31][CH3:32])=[O:30])[CH2:24]3)(=[O:18])=[O:17])[CH2:10][CH2:9]1)C1C=CC=CC=1.C([O-])=O.[NH4+]. (3) Given the product [Cl:1][C:2]1[C:7]([F:8])=[CH:6][CH:5]=[CH:4][C:3]=1[NH2:9], predict the reactants needed to synthesize it. The reactants are: [Cl:1][C:2]1[C:7]([F:8])=[CH:6][CH:5]=[CH:4][C:3]=1[N+:9]([O-])=O.[Sn](Cl)Cl.C([O-])(O)=O.[Na+]. (4) Given the product [NH2:1][C:2]1[CH:3]=[C:4]([NH:5][C:12](=[O:11])[C:13]2[CH:14]=[CH:15][C:16]([CH2:19][N:20]3[CH2:21][CH2:22][N:23]([CH3:26])[CH2:24][CH2:25]3)=[CH:17][CH:18]=2)[CH:6]=[CH:7][C:8]=1[CH3:9], predict the reactants needed to synthesize it. The reactants are: [NH2:1][C:2]1[CH:3]=[C:4]([CH:6]=[CH:7][C:8]=1[CH3:9])[NH2:5].C[O:11][C:12](=O)[C:13]1[CH:18]=[CH:17][C:16]([CH2:19][N:20]2[CH2:25][CH2:24][N:23]([CH3:26])[CH2:22][CH2:21]2)=[CH:15][CH:14]=1.C(C(C(C([O-])=O)O)O)([O-])=O.[Na+].[K+].C([O-])(O)=O.[Na+]. (5) Given the product [CH3:10][C:11]1[C:15]([CH3:16])=[C:14]([N:17]([CH2:39][O:40][CH2:41][CH2:42][O:43][CH3:44])[S:18]([C:21]2[S:22][C:23]([CH3:38])=[CH:24][C:25]=2[C:26]2[CH:31]=[CH:30][C:29]([CH2:32][O:33][S:46]([CH3:45])(=[O:48])=[O:47])=[CH:28][C:27]=2[CH2:34][O:35][CH2:36][CH3:37])(=[O:20])=[O:19])[O:13][N:12]=1, predict the reactants needed to synthesize it. The reactants are: C(N(C(C)C)C(C)C)C.[CH3:10][C:11]1[C:15]([CH3:16])=[C:14]([N:17]([CH2:39][O:40][CH2:41][CH2:42][O:43][CH3:44])[S:18]([C:21]2[S:22][C:23]([CH3:38])=[CH:24][C:25]=2[C:26]2[CH:31]=[CH:30][C:29]([CH2:32][OH:33])=[CH:28][C:27]=2[CH2:34][O:35][CH2:36][CH3:37])(=[O:20])=[O:19])[O:13][N:12]=1.[CH3:45][S:46](Cl)(=[O:48])=[O:47]. (6) Given the product [S:29]([C:26]1[CH:27]=[CH:28][C:23]([CH2:13][C:14]([NH2:34])=[O:15])=[CH:24][CH:25]=1)(=[O:31])(=[O:30])[NH2:32], predict the reactants needed to synthesize it. The reactants are: C12(C3C=C[C:14]([O:15]CC(O)=O)=[CH:13]C=3)CC3CC(CC(C3)C1)C2.N[C:23]1[CH:28]=[CH:27][C:26]([S:29]([NH2:32])(=[O:31])=[O:30])=[CH:25][CH:24]=1.C[N:34](C=O)C. (7) Given the product [CH:16]1[C:17]2[C:22](=[CH:21][CH:20]=[CH:19][CH:18]=2)[CH:23]=[CH:24][C:15]=1[N:14]([C:8]1[CH:13]=[CH:12][CH:11]=[CH:10][CH:9]=1)[C:2]1[C:6]([N:14]([C:8]2[CH:9]=[CH:10][C:47]3[C:45](=[CH:46][CH:11]=[CH:12][CH:13]=3)[CH:44]=2)[C:38]2[CH:39]=[CH:40][CH:41]=[CH:42][CH:43]=2)=[CH:5][NH:4][CH:3]=1, predict the reactants needed to synthesize it. The reactants are: Br[C:2]1[C:6](Br)=[CH:5][NH:4][CH:3]=1.[C:8]1([NH:14][C:15]2[CH:24]=[CH:23][C:22]3[C:17](=[CH:18][CH:19]=[CH:20][CH:21]=3)[CH:16]=2)[CH:13]=[CH:12][CH:11]=[CH:10][CH:9]=1.[CH:38]1[CH:43]=[CH:42][C:41](P([C:38]2[CH:43]=[CH:42][CH:41]=[CH:40][CH:39]=2)[C:38]2[CH:43]=[CH:42][CH:41]=[CH:40][CH:39]=2)=[CH:40][CH:39]=1.[CH3:44][C:45]([O-])([CH3:47])[CH3:46].[Na+].